This data is from Full USPTO retrosynthesis dataset with 1.9M reactions from patents (1976-2016). The task is: Predict the reactants needed to synthesize the given product. Given the product [CH3:40][C:31]1[C:32](=[O:33])[C@H:34]([OH:39])[CH2:35][C:36]([CH3:37])([CH3:38])[C:30]=1/[CH:29]=[CH:28]/[C:27](/[CH3:41])=[CH:26]/[CH:25]=[CH:24]/[C:23](/[CH3:42])=[CH:22]/[CH:21]=[CH:20]/[CH:19]=[C:18](\[CH3:43])/[CH:17]=[CH:16]/[CH:15]=[C:14](\[CH3:44])/[CH:13]=[CH:12]/[C:3]1[C:4]([CH3:11])([CH3:10])[CH2:5][C@H:6]([OH:9])[C:7](=[O:8])[C:2]=1[CH3:1], predict the reactants needed to synthesize it. The reactants are: [CH3:1][C:2]1[C:7](=[O:8])[C@@H:6]([OH:9])[CH2:5][C:4]([CH3:11])([CH3:10])[C:3]=1/[CH:12]=[CH:13]/[C:14](/[CH3:44])=[CH:15]/[CH:16]=[CH:17]/[C:18](/[CH3:43])=[CH:19]/[CH:20]=[CH:21]/[CH:22]=[C:23](\[CH3:42])/[CH:24]=[CH:25]/[CH:26]=[C:27](\[CH3:41])/[CH:28]=[CH:29]/[C:30]1[C:36]([CH3:38])([CH3:37])[CH2:35][C@H:34]([OH:39])[C:32](=[O:33])[C:31]=1[CH3:40].